Dataset: Reaction yield outcomes from USPTO patents with 853,638 reactions. Task: Predict the reaction yield, written as a fraction of the theoretical maximum amount of product (1.0 means a 100% yield; for example, 0.34 means a 34% yield). The reactants are [F:1][C:2]1[CH:10]=[CH:9][C:8]([CH2:11][C:12]2[C:21]3[C:16](=[CH:17][CH:18]=[CH:19][CH:20]=3)[C:15](=[O:22])[NH:14][N:13]=2)=[CH:7][C:3]=1[C:4](O)=[O:5].Cl.[NH:24]1[CH2:29][CH2:28][C:27]2([C:37]3[C:32](=[CH:33][CH:34]=[CH:35][CH:36]=3)[CH2:31][O:30]2)[CH2:26][CH2:25]1.C(N(CC)CC)C.F[P-](F)(F)(F)(F)F.N1(OC(N(C)C)=[N+](C)C)C2C=CC=CC=2N=N1. The catalyst is CN(C)C(=O)C. The product is [F:1][C:2]1[CH:10]=[CH:9][C:8]([CH2:11][C:12]2[C:21]3[C:16](=[CH:17][CH:18]=[CH:19][CH:20]=3)[C:15](=[O:22])[NH:14][N:13]=2)=[CH:7][C:3]=1[C:4]([N:24]1[CH2:29][CH2:28][C:27]2([C:37]3[C:32](=[CH:33][CH:34]=[CH:35][CH:36]=3)[CH2:31][O:30]2)[CH2:26][CH2:25]1)=[O:5]. The yield is 0.521.